From a dataset of Forward reaction prediction with 1.9M reactions from USPTO patents (1976-2016). Predict the product of the given reaction. (1) Given the reactants [Br:1][C:2]1[N:3]=[C:4]([C:11]([C:13]2[C:18]([C:19]([F:22])([F:21])[F:20])=[CH:17][CH:16]=[CH:15][C:14]=2[Cl:23])=[O:12])[N:5]2[CH:10]=[CH:9][CH:8]=[CH:7][C:6]=12.[NH:24]1[CH2:29][CH2:28][CH:27]([C:30]([O:32][CH2:33][CH3:34])=[O:31])[CH2:26][CH2:25]1.C([O-])([O-])=O.[Cs+].[Cs+], predict the reaction product. The product is: [Br:1][C:2]1[N:3]=[C:4]([C:11]([C:13]2[C:18]([C:19]([F:22])([F:21])[F:20])=[CH:17][CH:16]=[CH:15][C:14]=2[Cl:23])=[O:12])[N:5]2[CH:10]=[CH:9][CH:8]=[CH:7][C:6]=12.[Cl:23][C:14]1[CH:15]=[CH:16][CH:17]=[C:18]([C:19]([F:22])([F:21])[F:20])[C:13]=1[C:11]([C:4]1[N:5]2[CH:10]=[CH:9][CH:8]=[CH:7][C:6]2=[C:2]([N:24]2[CH2:29][CH2:28][CH:27]([C:30]([O:32][CH2:33][CH3:34])=[O:31])[CH2:26][CH2:25]2)[N:3]=1)=[O:12]. (2) Given the reactants [O:1]1[C:6]2[CH:7]=[CH:8][CH:9]=[C:10]([N:11]3[CH2:16][CH2:15][N:14]([CH:17]([CH3:20])[CH2:18]O)[CH2:13][CH2:12]3)[C:5]=2[O:4][CH2:3][CH2:2]1.C(N(CC)CC)C.S([Cl:32])(C)(=O)=O, predict the reaction product. The product is: [Cl-:32].[O:1]1[C:6]2[CH:7]=[CH:8][CH:9]=[C:10]([N:11]3[CH2:16][CH2:15][N+:14]4([CH:17]([CH3:20])[CH2:18]4)[CH2:13][CH2:12]3)[C:5]=2[O:4][CH2:3][CH2:2]1.